Dataset: Full USPTO retrosynthesis dataset with 1.9M reactions from patents (1976-2016). Task: Predict the reactants needed to synthesize the given product. (1) Given the product [CH2:20]1[C:19]2([CH2:22][N:23]([C:2]3[CH:7]=[CH:6][N:5]=[C:4]4[NH:8][CH:9]=[CH:10][C:3]=34)[CH2:24][CH2:25][NH:18]2)[CH2:21]1, predict the reactants needed to synthesize it. The reactants are: Cl[C:2]1[CH:7]=[CH:6][N:5]=[C:4]2[NH:8][CH:9]=[CH:10][C:3]=12.C(OC([N:18]1[CH2:25][CH2:24][NH:23][CH2:22][C:19]21[CH2:21][CH2:20]2)=O)(C)(C)C. (2) Given the product [NH2:1][C:2]1[S:3][CH:11]=[C:12]([C:14]2[CH:22]=[CH:21][C:17]([C:18]([OH:20])=[O:19])=[CH:16][CH:15]=2)[N:4]=1, predict the reactants needed to synthesize it. The reactants are: [NH2:1][C:2]([NH2:4])=[S:3].CC([O-])=O.[Na+].Br[CH2:11][C:12]([C:14]1[CH:22]=[CH:21][C:17]([C:18]([OH:20])=[O:19])=[CH:16][CH:15]=1)=O. (3) The reactants are: [Br:1][C:2]1[CH:3]=[CH:4][C:5]([F:10])=[C:6]([CH:9]=1)[CH:7]=[O:8].[OH-:11].[Na+].OO.Cl. Given the product [Br:1][C:2]1[CH:3]=[CH:4][C:5]([F:10])=[C:6]([CH:9]=1)[C:7]([OH:11])=[O:8], predict the reactants needed to synthesize it. (4) Given the product [C:10]([O:14][C:15]([N:17]1[CH2:21][CH2:20][CH:19]([C:24]2[CH:25]=[N:26][CH:7]=[C:8]([Br:9])[CH:29]=2)[CH2:18]1)=[O:16])([CH3:13])([CH3:12])[CH3:11], predict the reactants needed to synthesize it. The reactants are: C[Si](Cl)(C)C.Br[CH2:7][CH2:8][Br:9].[C:10]([O:14][C:15]([N:17]1[CH2:21][CH2:20][CH:19](I)[CH2:18]1)=[O:16])([CH3:13])([CH3:12])[CH3:11].I[C:24]1[CH:25]=[N:26]C=C(I)[CH:29]=1. (5) Given the product [CH3:66][O:65][C:58]1[CH:59]=[C:60]([O:63][CH3:64])[CH:61]=[CH:62][C:57]=1[NH:56][CH2:55][C@@H:54]([NH:53][C:17]([C:11]1([NH:10][CH:3]([C:4]2[CH:9]=[CH:8][CH:7]=[CH:6][CH:5]=2)[C:2]([F:20])([F:21])[F:1])[CH2:12][CH2:13][CH2:14][CH2:15][CH2:16]1)=[O:18])[CH2:67][CH3:68], predict the reactants needed to synthesize it. The reactants are: [F:1][C:2]([F:21])([F:20])[CH:3]([NH:10][C:11]1([C:17](O)=[O:18])[CH2:16][CH2:15][CH2:14][CH2:13][CH2:12]1)[C:4]1[CH:9]=[CH:8][CH:7]=[CH:6][CH:5]=1.CN(C(ON1N=NC2C=CC=NC1=2)=[N+](C)C)C.F[P-](F)(F)(F)(F)F.C(N(CC)CC)C.[NH2:53][C@@H:54]([CH2:67][CH3:68])[CH2:55][NH:56][C:57]1[CH:62]=[CH:61][C:60]([O:63][CH3:64])=[CH:59][C:58]=1[O:65][CH3:66].